This data is from Reaction yield outcomes from USPTO patents with 853,638 reactions. The task is: Predict the reaction yield, written as a fraction of the theoretical maximum amount of product (1.0 means a 100% yield; for example, 0.34 means a 34% yield). (1) The reactants are [O:1]1[C:5]2[CH:6]=[CH:7][C:8]([C:10]3([C:13]([NH:15][C:16]4[CH:17]=[C:18]5[C:22](=[CH:23][C:24]=4[F:25])[NH:21][CH:20]([C:26]([CH3:29])([CH3:28])[CH3:27])[CH2:19]5)=[O:14])[CH2:12][CH2:11]3)=[CH:9][C:4]=2[O:3][CH2:2]1.[O:30]1[CH2:35][CH2:34][CH2:33][CH:32]([CH:36]=O)[CH2:31]1.[BH-](OC(C)=O)(OC(C)=O)OC(C)=O.[Na+]. The catalyst is ClCCl. The product is [O:1]1[C:5]2[CH:6]=[CH:7][C:8]([C:10]3([C:13]([NH:15][C:16]4[CH:17]=[C:18]5[C:22](=[CH:23][C:24]=4[F:25])[N:21]([CH2:36][CH:32]4[CH2:33][CH2:34][CH2:35][O:30][CH2:31]4)[CH:20]([C:26]([CH3:29])([CH3:28])[CH3:27])[CH2:19]5)=[O:14])[CH2:12][CH2:11]3)=[CH:9][C:4]=2[O:3][CH2:2]1. The yield is 0.500. (2) The reactants are Cl[C:2]1[C:7](Cl)=C(C2C=CC(OC)=CC=2)N=C(C(Cl)=O)[CH:3]=1.[F-].[K+].[F:22][C:23]1[C:28]([F:29])=[C:27]([C:30]2[CH:35]=[CH:34][C:33]([O:36][CH3:37])=[CH:32][CH:31]=2)[N:26]=[C:25]([C:38](F)=[O:39])[CH:24]=1.C(N(CC)CC)C.C([OH:51])(C)C. The product is [F:22][C:23]1[C:28]([F:29])=[C:27]([C:30]2[CH:35]=[CH:34][C:33]([O:36][CH3:37])=[CH:32][CH:31]=2)[N:26]=[C:25]([C:38]([O:39][CH:2]([CH3:7])[CH3:3])=[O:51])[CH:24]=1. The yield is 0.250. The catalyst is S1(CCCC1)(=O)=O.O. (3) The reactants are [CH3:1][NH:2][CH2:3][CH2:4][C@H:5]([O:11][C:12]1[C:21]2[C:16](=[CH:17][CH:18]=[CH:19][CH:20]=2)[CH:15]=[CH:14][CH:13]=1)[C:6]1[S:10][CH:9]=[CH:8][CH:7]=1.[ClH:22]. The catalyst is C1(C)C=CC=CC=1. The product is [CH3:1][NH:2][CH2:3][CH2:4][C@H:5]([O:11][C:12]1[C:21]2[C:16](=[CH:17][CH:18]=[CH:19][CH:20]=2)[CH:15]=[CH:14][CH:13]=1)[C:6]1[S:10][CH:9]=[CH:8][CH:7]=1.[ClH:22]. The yield is 0.563. (4) The reactants are C([O:4][CH2:5][C:6]1[CH:7]=[C:8]2[C:13](=[C:14]([I:16])[CH:15]=1)[N:12]=[CH:11][C:10]([C:17]([O:19]CC)=O)=[C:9]2[OH:22])(=O)C.[Cl:23][C:24]1[CH:31]=[CH:30][C:27]([CH2:28][NH2:29])=[CH:26][CH:25]=1. The catalyst is CCOCC. The product is [Cl:23][C:24]1[CH:31]=[CH:30][C:27]([CH2:28][NH:29][C:17]([C:10]2[CH:11]=[N:12][C:13]3[C:8]([C:9]=2[OH:22])=[CH:7][C:6]([CH2:5][OH:4])=[CH:15][C:14]=3[I:16])=[O:19])=[CH:26][CH:25]=1. The yield is 0.730. (5) The reactants are BrC1N2C=NC=C2C(=O)N(C[C:13]2[CH:18]=[CH:17][C:16]([O:19]C)=[CH:15][CH:14]=2)C=1.[ClH:21].Br[C:23]1[CH:24]=[CH:25][C:26]2[N:30]=[CH:29][NH:28][C:27]=2[CH:31]=1. No catalyst specified. The product is [NH:28]1[C:27]2[CH:31]=[CH:23][C:24]([C:15]3[CH:14]=[C:13]([Cl:21])[CH:18]=[CH:17][C:16]=3[OH:19])=[CH:25][C:26]=2[N:30]=[CH:29]1. The yield is 0.430. (6) The reactants are [O:1]=[S:2]1(=[O:57])[CH2:7][CH2:6][N:5]([CH2:8][CH2:9][NH:10][C@:11]23[CH2:53][CH2:52][C@@H:51]([CH:54]([CH3:56])[CH3:55])[C@@H:12]2[C@@H:13]2[C@@:26]([CH3:29])([CH2:27][CH2:28]3)[C@@:25]3([CH3:30])[C@@H:16]([C@:17]4([CH3:50])[C@@H:22]([CH2:23][CH2:24]3)[C:21]([CH3:32])([CH3:31])[C:20]([C:33]3[CH2:38][CH2:37][C@:36]([CH2:48][F:49])([C:39]([O:41]CC[Si](C)(C)C)=[O:40])[CH2:35][CH:34]=3)=[CH:19][CH2:18]4)[CH2:15][CH2:14]2)[CH2:4][CH2:3]1.CCCC[N+](CCCC)(CCCC)CCCC.[F-]. The catalyst is O1CCOCC1. The product is [O:57]=[S:2]1(=[O:1])[CH2:3][CH2:4][N:5]([CH2:8][CH2:9][NH:10][C@:11]23[CH2:53][CH2:52][C@@H:51]([CH:54]([CH3:55])[CH3:56])[C@@H:12]2[C@@H:13]2[C@@:26]([CH3:29])([CH2:27][CH2:28]3)[C@@:25]3([CH3:30])[C@@H:16]([C@:17]4([CH3:50])[C@@H:22]([CH2:23][CH2:24]3)[C:21]([CH3:32])([CH3:31])[C:20]([C:33]3[CH2:38][CH2:37][C@:36]([CH2:48][F:49])([C:39]([OH:41])=[O:40])[CH2:35][CH:34]=3)=[CH:19][CH2:18]4)[CH2:15][CH2:14]2)[CH2:6][CH2:7]1. The yield is 0.540.